This data is from hERG channel blocking data for cardiac toxicity assessment. The task is: Regression/Classification. Given a drug SMILES string, predict its toxicity properties. Task type varies by dataset: regression for continuous values (e.g., LD50, hERG inhibition percentage) or binary classification for toxic/non-toxic outcomes (e.g., AMES mutagenicity, cardiotoxicity, hepatotoxicity). Dataset: herg. The drug is COc1cc(NS(C)(=O)=O)ccc1Nc1c2ccccc2nc2ccccc12. The result is 1 (blocker).